Task: Predict the product of the given reaction.. Dataset: Forward reaction prediction with 1.9M reactions from USPTO patents (1976-2016) Given the reactants Cl[C:2]1[N:11]=[C:10]([NH:12][CH2:13][CH:14]([C:20]2[CH:25]=[CH:24][CH:23]=[CH:22][CH:21]=2)[C:15]2[NH:16][CH:17]=[CH:18][CH:19]=2)[C:9]2[C:4](=[CH:5][CH:6]=[CH:7][CH:8]=2)[N:3]=1.[CH3:26][C:27]1[C:32](B(O)O)=[CH:31][N:30]2[CH:36]=[CH:37][N:38]=[C:29]2[CH:28]=1.N1C=CN2C=C(C3N=C(NCC(C4C=CC=CC=4)C4NC=CC=4)C4C(=CC=CC=4)N=3)C=CC=12, predict the reaction product. The product is: [CH3:26][C:27]1[C:32]([C:2]2[N:11]=[C:10]([NH:12][CH2:13][CH:14]([C:20]3[CH:25]=[CH:24][CH:23]=[CH:22][CH:21]=3)[C:15]3[NH:16][CH:17]=[CH:18][CH:19]=3)[C:9]3[C:4](=[CH:5][CH:6]=[CH:7][CH:8]=3)[N:3]=2)=[CH:31][N:30]2[CH:36]=[CH:37][N:38]=[C:29]2[CH:28]=1.